Dataset: Reaction yield outcomes from USPTO patents with 853,638 reactions. Task: Predict the reaction yield, written as a fraction of the theoretical maximum amount of product (1.0 means a 100% yield; for example, 0.34 means a 34% yield). (1) The reactants are [C:1]([C:5]1[CH:11]=[CH:10][CH:9]=[CH:8][C:6]=1[NH2:7])([CH3:4])([CH3:3])[CH3:2].[C:12]1([CH:18]([C:28]2[CH:33]=[CH:32][CH:31]=[CH:30][CH:29]=2)[N:19]2[CH2:22][CH:21](CS([O-])(=O)=O)[CH2:20]2)[CH:17]=[CH:16][CH:15]=[CH:14][CH:13]=1. The catalyst is C1(C)C=CC=CC=1. The product is [CH:18]([N:19]1[CH2:22][CH:21]([NH:7][C:6]2[CH:8]=[CH:9][CH:10]=[CH:11][C:5]=2[C:1]([CH3:4])([CH3:2])[CH3:3])[CH2:20]1)([C:28]1[CH:29]=[CH:30][CH:31]=[CH:32][CH:33]=1)[C:12]1[CH:13]=[CH:14][CH:15]=[CH:16][CH:17]=1. The yield is 0.590. (2) The reactants are [F:1][C:2]1[CH:3]=[C:4]([CH2:8][C:9]([C:11]2[CH:16]=[CH:15][CH:14]=[CH:13][C:12]=2[OH:17])=[O:10])[CH:5]=[CH:6][CH:7]=1.[C:18](OC(=O)C)(=O)[CH3:19].C([O-])(=O)C.[Na+]. No catalyst specified. The product is [F:1][C:2]1[CH:3]=[C:4]([C:8]2[C:9](=[O:10])[C:11]3[C:12](=[CH:13][CH:14]=[CH:15][CH:16]=3)[O:17][C:18]=2[CH3:19])[CH:5]=[CH:6][CH:7]=1. The yield is 0.680. (3) The reactants are [Br:1][C:2]1[CH:7]=[CH:6][N:5]2[N:8]=[CH:9][C:10](C(OCC)=O)=[C:4]2[CH:3]=1.[OH-].[Na+]. The catalyst is OS(O)(=O)=O. The product is [Br:1][C:2]1[CH:7]=[CH:6][N:5]2[N:8]=[CH:9][CH:10]=[C:4]2[CH:3]=1. The yield is 1.00. (4) The reactants are [F:1][C:2]1[CH:7]=[CH:6][C:5]([C:8]2[N:9]=[C:10]3[C:15]([O:16][CH:17]([CH3:19])[CH3:18])=[N:14][CH:13]=[CH:12][N:11]3[CH:20]=2)=[CH:4][CH:3]=1.I[C:22]1[CH:27]=[CH:26][N:25]=[C:24]([S:28][CH3:29])[N:23]=1.C([O-])([O-])=O.[Cs+].[Cs+].C1C=CC(P(C2C=CC=CC=2)C2C=CC=CC=2)=CC=1. The catalyst is CN(C=O)C.CC([O-])=O.CC([O-])=O.[Pd+2]. The product is [F:1][C:2]1[CH:3]=[CH:4][C:5]([C:8]2[N:9]=[C:10]3[C:15]([O:16][CH:17]([CH3:18])[CH3:19])=[N:14][CH:13]=[CH:12][N:11]3[C:20]=2[C:22]2[CH:27]=[CH:26][N:25]=[C:24]([S:28][CH3:29])[N:23]=2)=[CH:6][CH:7]=1. The yield is 0.510. (5) The yield is 0.810. The reactants are [F:1][C:2]1[C:19]([F:20])=[CH:18][C:5]([C:6]([NH:8][C:9]2[CH:14]=[CH:13][C:12]([N+:15]([O-:17])=[O:16])=[CH:11][CH:10]=2)=[O:7])=[C:4]([OH:21])[CH:3]=1.[C:22]1(C)C=CC(S(O)(=O)=O)=CC=1.O.C(=O)(O)[O-].[Na+]. The catalyst is C1(C)C=CC=CC=1. The product is [F:20][C:19]1[C:2]([F:1])=[CH:3][C:4]2[O:21][CH2:22][N:8]([C:9]3[CH:14]=[CH:13][C:12]([N+:15]([O-:17])=[O:16])=[CH:11][CH:10]=3)[C:6](=[O:7])[C:5]=2[CH:18]=1. (6) The reactants are [NH2:1][C:2]1[N:7]=[CH:6][N:5]=[C:4]2[N:8]([CH:12]([C:14]3[O:15][C:16]4[C:21]([C:22](=[O:30])[C:23]=3[C:24]3[CH:29]=[CH:28][CH:27]=[CH:26][CH:25]=3)=[CH:20][CH:19]=[CH:18][CH:17]=4)[CH3:13])[N:9]=[C:10](I)[C:3]=12.[NH:31]1[C:39]2[C:34](=[CH:35][CH:36]=[C:37](B3OC(C)(C)C(C)(C)O3)[CH:38]=2)[CH:33]=[N:32]1.C(=O)([O-])[O-].[Na+].[Na+].ClCCl. The catalyst is CN(C=O)C.C(O)C.O. The product is [NH2:1][C:2]1[N:7]=[CH:6][N:5]=[C:4]2[N:8]([CH:12]([C:14]3[O:15][C:16]4[C:21]([C:22](=[O:30])[C:23]=3[C:24]3[CH:29]=[CH:28][CH:27]=[CH:26][CH:25]=3)=[CH:20][CH:19]=[CH:18][CH:17]=4)[CH3:13])[N:9]=[C:10]([C:37]3[CH:38]=[C:39]4[C:34]([CH:33]=[N:32][NH:31]4)=[CH:35][CH:36]=3)[C:3]=12. The yield is 0.100. (7) The reactants are O=[C:2]1[CH2:7][CH2:6][N:5]([C:8]([O:10][C:11]([CH3:14])([CH3:13])[CH3:12])=[O:9])[CH2:4][CH2:3]1.[CH2:15]([SH:22])[C:16]1[CH:21]=[CH:20][CH:19]=[CH:18][CH:17]=1.[N+:23]([CH3:26])([O-:25])=[O:24].C(N)CN. The catalyst is C(#N)C. The product is [CH2:15]([S:22][C:2]1([CH2:26][N+:23]([O-:25])=[O:24])[CH2:7][CH2:6][N:5]([C:8]([O:10][C:11]([CH3:14])([CH3:13])[CH3:12])=[O:9])[CH2:4][CH2:3]1)[C:16]1[CH:21]=[CH:20][CH:19]=[CH:18][CH:17]=1. The yield is 0.710.